Dataset: Reaction yield outcomes from USPTO patents with 853,638 reactions. Task: Predict the reaction yield, written as a fraction of the theoretical maximum amount of product (1.0 means a 100% yield; for example, 0.34 means a 34% yield). (1) The reactants are CC(O)(C)C.CC[Mg+].[Br-].[NH2:10][C:11]([CH2:17][C:18]([O:20][CH3:21])=[O:19])=[CH:12][C:13]([O:15][CH3:16])=[O:14].[Cl:22][C:23]1[CH:28]=[CH:27][CH:26]=[C:25]([Cl:29])[C:24]=1[CH:30]=[C:31]([C:36](=O)[CH2:37][CH2:38][C:39]1[S:40][CH:41]=[CH:42][N:43]=1)[C:32]([O:34][CH3:35])=[O:33].C(O)(=O)C. The catalyst is C1COCC1. The product is [Cl:22][C:23]1[CH:28]=[CH:27][CH:26]=[C:25]([Cl:29])[C:24]=1[CH:30]1[C:31]([C:32]([O:34][CH3:35])=[O:33])=[C:36]([CH2:37][CH2:38][C:39]2[S:40][CH:41]=[CH:42][N:43]=2)[NH:10][C:11]([CH2:17][C:18]([O:20][CH3:21])=[O:19])=[C:12]1[C:13]([O:15][CH3:16])=[O:14]. The yield is 0.850. (2) The reactants are [CH3:1][C:2]1[N:11]=[C:10]([N:12]([C:14]2[CH:19]=[CH:18][C:17]([N+:20]([O-])=O)=[CH:16][CH:15]=2)[CH3:13])[C:9]2[C:4](=[CH:5][CH:6]=[CH:7][CH:8]=2)[N:3]=1. The catalyst is C(OCC)(=O)C.[Pd]. The product is [NH2:20][C:17]1[CH:18]=[CH:19][C:14]([N:12]([C:10]2[C:9]3[C:4](=[CH:5][CH:6]=[CH:7][CH:8]=3)[N:3]=[C:2]([CH3:1])[N:11]=2)[CH3:13])=[CH:15][CH:16]=1. The yield is 0.780. (3) The product is [CH2:1]([O:3][C:4]([C:6]1[CH:10]=[C:9]([OH:32])[N:8]([C:19]2[CH:24]=[CH:23][CH:22]=[CH:21][C:20]=2[Cl:25])[N:7]=1)=[O:5])[CH3:2]. The yield is 0.640. The catalyst is C(Cl)(Cl)(Cl)Cl. The reactants are [CH2:1]([O:3][C:4]([C:6]1[C:10](C)=[C:9](C2C=CC(Cl)=CC=2)[N:8]([C:19]2[CH:24]=[CH:23][CH:22]=[CH:21][C:20]=2[Cl:25])[N:7]=1)=[O:5])[CH3:2].BrN1C(=[O:32])CCC1=O. (4) The reactants are [Li+].C[Si]([N-][Si](C)(C)C)(C)C.[Cl:11][C:12]1[CH:17]=[CH:16][C:15]([CH:18]2[CH2:24][C:21]3([CH2:23][CH2:22]3)[NH:20][C:19]2=[O:25])=[CH:14][CH:13]=1.[CH3:26][C:27]([O:30][C:31](O[C:31]([O:30][C:27]([CH3:29])([CH3:28])[CH3:26])=[O:32])=[O:32])([CH3:29])[CH3:28]. The catalyst is C1COCC1. The product is [Cl:11][C:12]1[CH:13]=[CH:14][C:15]([CH:18]2[CH2:24][C:21]3([CH2:22][CH2:23]3)[N:20]([C:31]([O:30][C:27]([CH3:29])([CH3:28])[CH3:26])=[O:32])[C:19]2=[O:25])=[CH:16][CH:17]=1. The yield is 0.790.